Predict which catalyst facilitates the given reaction. From a dataset of Catalyst prediction with 721,799 reactions and 888 catalyst types from USPTO. (1) Reactant: [CH3:1][C:2]1([CH3:34])[C:11]2[C:6](=[CH:7][C:8]([NH:12][C:13]([N:15]3[CH2:20][CH2:19][N:18]([C:21]4[C:26]([CH3:27])=[CH:25][CH:24]=[CH:23][N:22]=4)[CH2:17][CH2:16]3)=[O:14])=[CH:9][CH:10]=2)[N:5](C(=O)C(F)(F)F)[CH2:4][CH2:3]1.C(=O)([O-])[O-].[K+].[K+]. Product: [CH3:1][C:2]1([CH3:34])[C:11]2[C:6](=[CH:7][C:8]([NH:12][C:13]([N:15]3[CH2:20][CH2:19][N:18]([C:21]4[C:26]([CH3:27])=[CH:25][CH:24]=[CH:23][N:22]=4)[CH2:17][CH2:16]3)=[O:14])=[CH:9][CH:10]=2)[NH:5][CH2:4][CH2:3]1. The catalyst class is: 24. (2) Reactant: [F:1][C:2]1[CH:7]=[CH:6][C:5]([C@@H:8]2[CH2:10][C@H:9]2[CH2:11][N:12]([CH3:25])[C:13]2[CH:18]=[CH:17][N:16]=[C:15]([NH:19][NH2:20])[C:14]=2[C:21]([F:24])([F:23])[F:22])=[CH:4][CH:3]=1.C(=O)([O-])[O-].[Na+].[Na+].[F:32][C:33]([F:39])([F:38])[CH2:34][C:35](Cl)=[O:36]. Product: [F:32][C:33]([F:39])([F:38])[CH2:34][C:35]([NH:20][NH:19][C:15]1[C:14]([C:21]([F:24])([F:22])[F:23])=[C:13]([N:12]([CH2:11][C@@H:9]2[CH2:10][C@H:8]2[C:5]2[CH:6]=[CH:7][C:2]([F:1])=[CH:3][CH:4]=2)[CH3:25])[CH:18]=[CH:17][N:16]=1)=[O:36]. The catalyst class is: 674. (3) Reactant: [Cl:1][C:2]1[CH:3]=[C:4]([C:22]#[N:23])[CH:5]=[C:6]2[C:11]=1[NH:10][CH2:9][CH:8]([NH:12][S:13]([C:16]1[CH:21]=[CH:20][CH:19]=[CH:18][CH:17]=1)(=[O:15])=[O:14])[CH2:7]2.[C:24](Cl)(=[O:31])[C:25]1[CH:30]=[CH:29][CH:28]=[CH:27][CH:26]=1. Product: [C:24]([N:10]1[C:11]2[C:6](=[CH:5][C:4]([C:22]#[N:23])=[CH:3][C:2]=2[Cl:1])[CH2:7][CH:8]([NH:12][S:13]([C:16]2[CH:21]=[CH:20][CH:19]=[CH:18][CH:17]=2)(=[O:15])=[O:14])[CH2:9]1)(=[O:31])[C:25]1[CH:30]=[CH:29][CH:28]=[CH:27][CH:26]=1. The catalyst class is: 298.